From a dataset of NCI-60 drug combinations with 297,098 pairs across 59 cell lines. Regression. Given two drug SMILES strings and cell line genomic features, predict the synergy score measuring deviation from expected non-interaction effect. (1) Drug 1: C1CCC(CC1)NC(=O)N(CCCl)N=O. Drug 2: CC1=CC=C(C=C1)C2=CC(=NN2C3=CC=C(C=C3)S(=O)(=O)N)C(F)(F)F. Cell line: RXF 393. Synergy scores: CSS=16.6, Synergy_ZIP=-3.26, Synergy_Bliss=-1.31, Synergy_Loewe=-1.92, Synergy_HSA=-0.647. (2) Drug 1: C1=C(C(=O)NC(=O)N1)N(CCCl)CCCl. Drug 2: CC1CCC2CC(C(=CC=CC=CC(CC(C(=O)C(C(C(=CC(C(=O)CC(OC(=O)C3CCCCN3C(=O)C(=O)C1(O2)O)C(C)CC4CCC(C(C4)OC)O)C)C)O)OC)C)C)C)OC. Cell line: NCI-H460. Synergy scores: CSS=38.5, Synergy_ZIP=-5.54, Synergy_Bliss=-3.27, Synergy_Loewe=-6.96, Synergy_HSA=0.192. (3) Drug 1: CC1CCC2CC(C(=CC=CC=CC(CC(C(=O)C(C(C(=CC(C(=O)CC(OC(=O)C3CCCCN3C(=O)C(=O)C1(O2)O)C(C)CC4CCC(C(C4)OC)O)C)C)O)OC)C)C)C)OC. Drug 2: C1CN1C2=NC(=NC(=N2)N3CC3)N4CC4. Cell line: SK-OV-3. Synergy scores: CSS=25.2, Synergy_ZIP=-4.14, Synergy_Bliss=1.06, Synergy_Loewe=-3.85, Synergy_HSA=2.88. (4) Drug 1: C1=NC2=C(N1)C(=S)N=CN2. Drug 2: C1CNP(=O)(OC1)N(CCCl)CCCl. Cell line: NCI-H460. Synergy scores: CSS=14.3, Synergy_ZIP=1.01, Synergy_Bliss=2.74, Synergy_Loewe=-10.3, Synergy_HSA=1.44. (5) Drug 1: C(=O)(N)NO. Drug 2: C1CC(=O)NC(=O)C1N2C(=O)C3=CC=CC=C3C2=O. Cell line: SF-268. Synergy scores: CSS=3.98, Synergy_ZIP=-2.85, Synergy_Bliss=-2.97, Synergy_Loewe=-4.17, Synergy_HSA=-2.91. (6) Drug 1: CCC1=C2CN3C(=CC4=C(C3=O)COC(=O)C4(CC)O)C2=NC5=C1C=C(C=C5)O. Drug 2: CS(=O)(=O)CCNCC1=CC=C(O1)C2=CC3=C(C=C2)N=CN=C3NC4=CC(=C(C=C4)OCC5=CC(=CC=C5)F)Cl. Cell line: EKVX. Synergy scores: CSS=15.8, Synergy_ZIP=-3.87, Synergy_Bliss=0.931, Synergy_Loewe=-0.341, Synergy_HSA=2.47.